Dataset: Reaction yield outcomes from USPTO patents with 853,638 reactions. Task: Predict the reaction yield, written as a fraction of the theoretical maximum amount of product (1.0 means a 100% yield; for example, 0.34 means a 34% yield). (1) The reactants are C1COCC1.[H-].[Na+:7].[C:8]([CH2:12][C:13]([O:15][CH2:16][CH3:17])=[O:14])(=O)[CH2:9][CH3:10].Cl[CH2:19][C:20](=[O:26])[CH2:21][C:22]([O:24][CH3:25])=[O:23]. The catalyst is O.CCOCC. The product is [CH2:16]([O:15][C:13]([C:12]1[CH2:19][C:20]([O-:26])=[C:21]([C:22]([O:24][CH3:25])=[O:23])[C:8]=1[CH2:9][CH3:10])=[O:14])[CH3:17].[Na+:7]. The yield is 0.890. (2) The reactants are [CH2:1]([O:3][C:4](=[O:18])[CH:5]=[CH:6][C:7]1[CH:12]=[CH:11][C:10]([C:13]([CH3:16])([CH3:15])[CH3:14])=[CH:9][C:8]=1[OH:17])[CH3:2].[H-].[Na+].Cl.Cl[CH2:23][CH2:24][N:25]1[CH2:30][CH2:29][CH2:28][CH2:27][CH2:26]1. The catalyst is CN(C=O)C. The product is [CH2:1]([O:3][C:4](=[O:18])[CH:5]=[CH:6][C:7]1[CH:12]=[CH:11][C:10]([C:13]([CH3:14])([CH3:16])[CH3:15])=[CH:9][C:8]=1[O:17][CH2:23][CH2:24][N:25]1[CH2:30][CH2:29][CH2:28][CH2:27][CH2:26]1)[CH3:2]. The yield is 0.164.